Dataset: Forward reaction prediction with 1.9M reactions from USPTO patents (1976-2016). Task: Predict the product of the given reaction. (1) Given the reactants ClC1C=[C:4]([CH:19]([C:21](=O)[C:22]2[CH:27]=[CH:26][CH:25]=[C:24]([O:28][CH3:29])C=2OC)[OH:20])[C:5]([N:8]2[CH:12]=[CH:11][CH:10]=[C:9]2/[CH:13]=[CH:14]/[C:15]([O:17][CH3:18])=[O:16])=[N:6][CH:7]=1.FC(F)(F)[C:35](O)=[O:36].C(=O)(O)[O-].[Na+].Cl[CH:46]([Cl:48])[CH3:47], predict the reaction product. The product is: [Cl:48][C:46]1[CH:7]=[N:6][C:5]2[N:8]3[CH:12]=[CH:11][CH:10]=[C:9]3[CH:13]([CH2:14][C:15]([O:17][CH3:18])=[O:16])[O:20][CH:19]([C:21]3[CH:22]=[CH:27][CH:26]=[C:25]([O:36][CH3:35])[C:24]=3[O:28][CH3:29])[C:4]=2[CH:47]=1. (2) Given the reactants [Br:1][C:2]1[CH:3]=[C:4]([C:8]([NH:14][C:15](=[O:18])[CH2:16]Cl)([CH2:12][OH:13])[CH:9]([F:11])[F:10])[CH:5]=[CH:6][CH:7]=1.CC(C)([O-])C.[K+].O, predict the reaction product. The product is: [Br:1][C:2]1[CH:3]=[C:4]([C:8]2([CH:9]([F:11])[F:10])[NH:14][C:15](=[O:18])[CH2:16][O:13][CH2:12]2)[CH:5]=[CH:6][CH:7]=1. (3) Given the reactants COC(=O)[C@H]([O:11][C:12]1[C:13](=[O:46])[N:14]([C:39]2[N:40]=[N:41][C:42]([CH3:45])=[CH:43][CH:44]=2)[C@H:15]([C:28]2[CH:33]=[CH:32][C:31]([O:34][C:35]([F:38])([F:37])[F:36])=[CH:30][CH:29]=2)[C:16]=1[C:17](=[O:27])[C:18]1[CH:23]=[CH:22][C:21]([CH:24]([CH3:26])[CH3:25])=[CH:20][CH:19]=1)C1C=CC=CC=1, predict the reaction product. The product is: [OH:11][C:12]1[C:13](=[O:46])[N:14]([C:39]2[N:40]=[N:41][C:42]([CH3:45])=[CH:43][CH:44]=2)[C@H:15]([C:28]2[CH:33]=[CH:32][C:31]([O:34][C:35]([F:37])([F:38])[F:36])=[CH:30][CH:29]=2)[C:16]=1[C:17](=[O:27])[C:18]1[CH:23]=[CH:22][C:21]([CH:24]([CH3:26])[CH3:25])=[CH:20][CH:19]=1.